This data is from Forward reaction prediction with 1.9M reactions from USPTO patents (1976-2016). The task is: Predict the product of the given reaction. (1) The product is: [Cl:25][CH2:26][C:27]1[S:24][C:3]2=[N:4][N:5]=[C:6]([CH2:7][C:8]3[CH:9]=[C:10]4[C:15](=[CH:16][CH:17]=3)[N:14]=[CH:13][C:12]([C:18]3[CH:19]=[N:20][N:21]([CH3:23])[CH:22]=3)=[CH:11]4)[N:2]2[N:1]=1. Given the reactants [NH2:1][N:2]1[C:6]([CH2:7][C:8]2[CH:9]=[C:10]3[C:15](=[CH:16][CH:17]=2)[N:14]=[CH:13][C:12]([C:18]2[CH:19]=[N:20][N:21]([CH3:23])[CH:22]=2)=[CH:11]3)=[N:5][N:4]=[C:3]1[SH:24].[Cl:25][CH2:26][C:27](O)=O.C(O)(C)C, predict the reaction product. (2) Given the reactants [Br:1][C:2]1[CH:3]=[C:4]([C:8]([C:10]2[CH:15]=[CH:14][CH:13]=[C:12]([C:16]([F:19])([F:18])[F:17])[C:11]=2F)=O)[CH:5]=[CH:6][CH:7]=1.[C:21]([NH2:29])(=[NH:28])[C:22]1[CH:27]=[CH:26][CH:25]=[CH:24][CH:23]=1.C(=O)([O-])[O-].[Cs+].[Cs+].O, predict the reaction product. The product is: [Br:1][C:2]1[CH:3]=[C:4]([C:8]2[C:10]3[C:11](=[C:12]([C:16]([F:19])([F:18])[F:17])[CH:13]=[CH:14][CH:15]=3)[N:29]=[C:21]([C:22]3[CH:27]=[CH:26][CH:25]=[CH:24][CH:23]=3)[N:28]=2)[CH:5]=[CH:6][CH:7]=1. (3) Given the reactants [C:1]([C:3]1[N:8]=[C:7]([C:9]2[CH:14]=[CH:13][C:12]([C:15]([CH3:20])([CH3:19])[C:16]([OH:18])=O)=[CH:11][CH:10]=2)[CH:6]=[N:5][CH:4]=1)#[N:2].[NH2:21][CH:22]([CH2:25][CH3:26])[CH2:23][OH:24], predict the reaction product. The product is: [C:1]([C:3]1[N:8]=[C:7]([C:9]2[CH:10]=[CH:11][C:12]([C:15]([CH3:20])([CH3:19])[C:16]([NH:21][C@@H:22]([CH2:25][CH3:26])[CH2:23][OH:24])=[O:18])=[CH:13][CH:14]=2)[CH:6]=[N:5][CH:4]=1)#[N:2]. (4) The product is: [Cl:31][C:26]1[CH:27]=[CH:28][CH:29]=[CH:30][C:25]=1[S:22]([OH:24])(=[O:23])=[O:21]. Given the reactants N(C(OCC)=O)=NC(OCC)=O.OC1C=C([O:21][S:22]([C:25]2[CH:30]=[CH:29][CH:28]=[CH:27][C:26]=2[Cl:31])(=[O:24])=[O:23])C=C(C)C=1.C(C1C=C(C=CC=1)CO)#N.C1(P(C2C=CC=CC=2)C2C=CC=CC=2)C=CC=CC=1, predict the reaction product. (5) Given the reactants [CH3:1][C:2]1[CH:7]=[C:6]([CH3:8])[N:5]=[C:4]([NH2:9])[N:3]=1.[CH3:10][C:11]1[C:15]([CH2:16][O:17][C:18]2[CH:23]=[CH:22][C:21]([S:24](Cl)(=[O:26])=[O:25])=[CH:20][CH:19]=2)=[C:14]([CH3:28])[O:13][N:12]=1.C(N=C(N(C)C)N(C)C)(C)(C)C.ClCCl, predict the reaction product. The product is: [CH3:10][C:11]1[C:15]([CH2:16][O:17][C:18]2[CH:19]=[CH:20][C:21]([S:24]([NH:9][C:4]3[N:5]=[C:6]([CH3:8])[CH:7]=[C:2]([CH3:1])[N:3]=3)(=[O:26])=[O:25])=[CH:22][CH:23]=2)=[C:14]([CH3:28])[O:13][N:12]=1. (6) Given the reactants Cl.Cl.[CH3:3][O:4][C:5](=[O:27])[CH2:6][C:7]1[CH:8]=[N:9][CH:10]=[C:11]([C:13]2[CH:18]=[CH:17][C:16]([C:19]([F:22])([F:21])[F:20])=[CH:15][C:14]=2[CH2:23][NH:24][CH2:25][CH3:26])[CH:12]=1.[CH:28]1([C:31](O)=[O:32])[CH2:30][CH2:29]1.Cl.C(N=C=NCCCN(C)C)C.O.ON1C2C=CC=CC=2N=N1.C(N(CC)CC)C, predict the reaction product. The product is: [CH3:3][O:4][C:5](=[O:27])[CH2:6][C:7]1[CH:8]=[N:9][CH:10]=[C:11]([C:13]2[CH:18]=[CH:17][C:16]([C:19]([F:20])([F:21])[F:22])=[CH:15][C:14]=2[CH2:23][N:24]([C:31]([CH:28]2[CH2:30][CH2:29]2)=[O:32])[CH2:25][CH3:26])[CH:12]=1.